This data is from CYP2C19 inhibition data for predicting drug metabolism from PubChem BioAssay. The task is: Regression/Classification. Given a drug SMILES string, predict its absorption, distribution, metabolism, or excretion properties. Task type varies by dataset: regression for continuous measurements (e.g., permeability, clearance, half-life) or binary classification for categorical outcomes (e.g., BBB penetration, CYP inhibition). Dataset: cyp2c19_veith. (1) The compound is COc1ccccc1CN1CC[C@@]2(CCCN(C(=O)c3cccc(F)c3)C2)C1. The result is 0 (non-inhibitor). (2) The molecule is CC(=O)NCCNc1ncncc1-c1ccccc1CN(C)C. The result is 0 (non-inhibitor). (3) The compound is COc1ccc(N2C(=O)CSC2c2cccc(F)c2)c(OC)c1. The result is 1 (inhibitor). (4) The molecule is CC(=O)NCCNc1nc(-c2ccccc2Cl)nc2ccccc12. The result is 1 (inhibitor). (5) The molecule is COC(=O)[C@@]1(Cc2ccccc2)[C@H]2c3cc(C(=O)N4CCCC4)n(Cc4ccccc4)c3C[C@H]2CN1C(=O)c1ccccc1. The result is 1 (inhibitor). (6) The drug is CN1[C@H]2CCC[C@@H]1CC(=O)C2. The result is 0 (non-inhibitor). (7) The compound is COC(=O)C1C(=O)C2=C(CC1C)NC(=O)CC2c1cccc(C)c1. The result is 1 (inhibitor).